Task: Predict the reactants needed to synthesize the given product.. Dataset: Full USPTO retrosynthesis dataset with 1.9M reactions from patents (1976-2016) Given the product [C:28]([O:31][CH2:32][C:33]1[C:34]([N:42]2[CH2:53][CH2:52][N:51]3[C:44](=[CH:45][C:46]4[CH2:47][C:48]([CH3:55])([CH3:54])[CH2:49][C:50]=43)[C:43]2=[O:56])=[N:35][CH:36]=[CH:37][C:38]=1[C:2]1[CH:3]=[C:4]([NH:10][C:11]2[CH:16]=[N:15][C:14]([N:17]3[CH2:22][CH2:21][N:20]([CH:23]4[CH2:26][O:25][CH2:24]4)[CH2:19][C@@H:18]3[CH3:27])=[CH:13][N:12]=2)[C:5](=[O:9])[N:6]([CH3:8])[CH:7]=1)(=[O:30])[CH3:29], predict the reactants needed to synthesize it. The reactants are: Br[C:2]1[CH:3]=[C:4]([NH:10][C:11]2[CH:16]=[N:15][C:14]([N:17]3[CH2:22][CH2:21][N:20]([CH:23]4[CH2:26][O:25][CH2:24]4)[CH2:19][C@@H:18]3[CH3:27])=[CH:13][N:12]=2)[C:5](=[O:9])[N:6]([CH3:8])[CH:7]=1.[C:28]([O:31][CH2:32][C:33]1[C:34]([N:42]2[CH2:53][CH2:52][N:51]3[C:44](=[CH:45][C:46]4[CH2:47][C:48]([CH3:55])([CH3:54])[CH2:49][C:50]=43)[C:43]2=[O:56])=[N:35][CH:36]=[CH:37][C:38]=1B(O)O)(=[O:30])[CH3:29].C([O-])(=O)C.[Na+].[O-]P([O-])([O-])=O.[K+].[K+].[K+].